From a dataset of Catalyst prediction with 721,799 reactions and 888 catalyst types from USPTO. Predict which catalyst facilitates the given reaction. (1) Reactant: [NH:1]1[CH2:4][CH2:3][CH2:2]1.[Cl:5][C:6]1[N:7]=[N:8][C:9](Cl)=[CH:10][CH:11]=1.C(N(CC)C(C)C)(C)C. Product: [N:1]1([C:9]2[N:8]=[N:7][C:6]([Cl:5])=[CH:11][CH:10]=2)[CH2:4][CH2:3][CH2:2]1. The catalyst class is: 259. (2) Reactant: [NH:1]1[CH2:6][CH2:5][CH:4]([C:7]2[CH:12]=[CH:11][C:10]([NH:13][C:14]([C:16]3[N:17]=[C:18]([C:25]4[CH:30]=[CH:29][CH:28]=[CH:27][CH:26]=4)[O:19][C:20]=3[C:21]([F:24])([F:23])[F:22])=[O:15])=[CH:9][CH:8]=2)[CH2:3][CH2:2]1.[OH:31][C:32]1[CH:36]=[C:35]([CH2:37][CH2:38][C:39](O)=[O:40])[O:34][N:33]=1.C(N(CC)CC)C.F[P-](F)(F)(F)(F)F.N1(O[P+](N(C)C)(N(C)C)N(C)C)C2C=CC=CC=2N=N1. Product: [OH:31][C:32]1[CH:36]=[C:35]([CH2:37][CH2:38][C:39]([N:1]2[CH2:6][CH2:5][CH:4]([C:7]3[CH:8]=[CH:9][C:10]([NH:13][C:14]([C:16]4[N:17]=[C:18]([C:25]5[CH:30]=[CH:29][CH:28]=[CH:27][CH:26]=5)[O:19][C:20]=4[C:21]([F:22])([F:23])[F:24])=[O:15])=[CH:11][CH:12]=3)[CH2:3][CH2:2]2)=[O:40])[O:34][N:33]=1. The catalyst class is: 3. (3) Reactant: [CH3:1][C:2]1[CH:3]=[CH:4][C:5]([C:21]([NH:23][C:24]2[CH:25]=[C:26]([C:36]([F:39])([F:38])[F:37])[CH:27]=[C:28]([N:30]3[CH:34]=[N:33][C:32]([CH3:35])=[CH:31]3)[CH:29]=2)=[O:22])=[CH:6][C:7]=1[NH:8][C:9]1[N:10]=[CH:11][CH:12]=[C:13]([C:15]2[CH:16]=[CH:17][CH:18]=[N:19][CH:20]=2)[N:14]=1.[C@:40]12([CH2:50][S:51]([OH:54])(=[O:53])=[O:52])[C:47]([CH3:49])([CH3:48])[CH:44]([CH2:45][CH2:46]1)[CH2:43][C:41]2=[O:42]. Product: [CH3:1][C:2]1[CH:3]=[CH:4][C:5]([C:21]([NH:23][C:24]2[CH:25]=[C:26]([C:36]([F:38])([F:39])[F:37])[CH:27]=[C:28]([N:30]3[CH:34]=[N:33][C:32]([CH3:35])=[CH:31]3)[CH:29]=2)=[O:22])=[CH:6][C:7]=1[NH:8][C:9]1[N:10]=[CH:11][CH:12]=[C:13]([C:15]2[CH:16]=[CH:17][CH:18]=[N:19][CH:20]=2)[N:14]=1.[C:40]12([CH2:50][S:51]([O-:54])(=[O:52])=[O:53])[C:47]([CH3:49])([CH3:48])[CH:44]([CH2:45][CH2:46]1)[CH2:43][C:41]2=[O:42]. The catalyst class is: 237. (4) Reactant: [CH3:1][O:2][C@@H:3]1[C:8](OC)([O:9]C)[CH2:7][CH2:6][O:5][CH2:4]1.C1COCC1.Cl. Product: [CH3:1][O:2][C@@H:3]1[C:8](=[O:9])[CH2:7][CH2:6][O:5][CH2:4]1. The catalyst class is: 6. (5) Reactant: [O:1]=[C:2]1[C:11]2[CH:12]=[N:13][N:14](C3CCCCO3)[C:10]=2[C:9]2[CH:8]=[CH:7][C:6]([C:21]3[C:22]([C:27]([OH:29])=[O:28])=[N:23][CH:24]=[CH:25][CH:26]=3)=[CH:5][C:4]=2[N:3]1[CH2:30][C:31]([F:34])([F:33])[F:32].O=C1C2CN(C3CCCCO3)NC=2C2C=CC(C3C(C(O)=O)=NC=CC=3)=CC=2N1CC(F)(F)F.[ClH:69].O1CCOCC1. Product: [ClH:69].[O:1]=[C:2]1[C:11]2[CH:12]=[N:13][NH:14][C:10]=2[C:9]2[CH:8]=[CH:7][C:6]([C:21]3[C:22]([C:27]([OH:29])=[O:28])=[N:23][CH:24]=[CH:25][CH:26]=3)=[CH:5][C:4]=2[N:3]1[CH2:30][C:31]([F:34])([F:33])[F:32]. The catalyst class is: 2.